This data is from Forward reaction prediction with 1.9M reactions from USPTO patents (1976-2016). The task is: Predict the product of the given reaction. (1) Given the reactants [Cl:1][C:2]1[CH:7]=[C:6]([F:8])[C:5]([N:9]2[C:14](=[O:15])[CH:13]=[C:12]([C:16]([F:19])([F:18])[F:17])[N:11]([CH3:20])[C:10]2=[O:21])=[CH:4][C:3]=1[N:22]=[C:23]=[S:24].C(N(CC)C(C)C)(C)C.Cl.[NH2:35][C@H:36]([C:44]([O:46][CH3:47])=[O:45])[CH2:37][C:38]1[CH:43]=[CH:42][CH:41]=[CH:40][CH:39]=1.Br[CH2:49][C:50](OC)=[O:51], predict the reaction product. The product is: [CH2:37]([CH:36]([N:35]1[C:50](=[O:51])[CH2:49][S:24][C:23]1=[N:22][C:3]1[CH:4]=[C:5]([N:9]2[C:14](=[O:15])[CH:13]=[C:12]([C:16]([F:17])([F:18])[F:19])[N:11]([CH3:20])[C:10]2=[O:21])[C:6]([F:8])=[CH:7][C:2]=1[Cl:1])[C:44]([O:46][CH3:47])=[O:45])[C:38]1[CH:43]=[CH:42][CH:41]=[CH:40][CH:39]=1. (2) Given the reactants [N:1]1([CH2:6][CH2:7][CH2:8][NH2:9])[CH2:5][CH2:4][CH2:3][CH2:2]1.[OH-].[Na+].[Br:12][C:13]1[CH:14]=[C:15]([CH:19]=[CH:20][CH:21]=1)[C:16](Cl)=[O:17], predict the reaction product. The product is: [Br:12][C:13]1[CH:14]=[C:15]([CH:19]=[CH:20][CH:21]=1)[C:16]([NH:9][CH2:8][CH2:7][CH2:6][N:1]1[CH2:5][CH2:4][CH2:3][CH2:2]1)=[O:17]. (3) Given the reactants [CH3:1][CH:2]1[CH2:6][C:5]2=[C:7]([C:14]([O:16][CH3:17])=[O:15])[CH:8]=[CH:9][C:10]([N+:11]([O-])=O)=[C:4]2[O:3]1.[H][H], predict the reaction product. The product is: [NH2:11][C:10]1[CH:9]=[CH:8][C:7]([C:14]([O:16][CH3:17])=[O:15])=[C:5]2[C:4]=1[O:3][CH:2]([CH3:1])[CH2:6]2. (4) Given the reactants [CH3:1][C:2]1[CH:6]=[C:5]([CH:7]([CH3:13])[C:8]([O:10]CC)=[O:9])[NH:4][N:3]=1.[OH-].[Na+], predict the reaction product. The product is: [CH3:1][C:2]1[CH:6]=[C:5]([CH:7]([CH3:13])[C:8]([OH:10])=[O:9])[NH:4][N:3]=1. (5) Given the reactants [CH2:1]([N:3]1[CH2:12][CH2:11][C:10]2[C:5](=[CH:6][C:7]([O:15][CH3:16])=[C:8]([O:13][CH3:14])[CH:9]=2)[C:4]21[CH2:21][CH2:20][CH:19]([C:22]([N:24]1[CH2:29][CH2:28][NH:27][CH2:26][CH2:25]1)=[O:23])[CH2:18][CH:17]2[CH:30]1[C:39]2[C:34](=[CH:35][C:36]([O:42][CH3:43])=[C:37]([O:40][CH3:41])[CH:38]=2)[CH2:33][CH2:32][N:31]1[CH2:44][CH3:45])[CH3:2].[CH3:46][N:47]([C:51]1[CH:56]=[CH:55][CH:54]=[CH:53][N:52]=1)[C:48](Cl)=[O:49].CNC1C=CC=CN=1.C(Cl)(Cl)=O, predict the reaction product. The product is: [CH2:1]([N:3]1[CH2:12][CH2:11][C:10]2[C:5](=[CH:6][C:7]([O:15][CH3:16])=[C:8]([O:13][CH3:14])[CH:9]=2)[C:4]21[CH2:21][CH2:20][CH:19]([C:22]([N:24]1[CH2:29][CH2:28][N:27]([C:48](=[O:49])[N:47]([C:51]3[CH:56]=[CH:55][CH:54]=[CH:53][N:52]=3)[CH3:46])[CH2:26][CH2:25]1)=[O:23])[CH2:18][CH:17]2[CH:30]1[C:39]2[C:34](=[CH:35][C:36]([O:42][CH3:43])=[C:37]([O:40][CH3:41])[CH:38]=2)[CH2:33][CH2:32][N:31]1[CH2:44][CH3:45])[CH3:2]. (6) Given the reactants Cl[CH2:2][CH2:3][C:4]1[O:5][C:6]2[CH:12]=[C:11]([C:13]3[C:21]4[C:16](=[CH:17][C:18]([F:22])=[CH:19][CH:20]=4)[N:15](S(C4C=CC=CC=4)(=O)=O)[CH:14]=3)[CH:10]=[CH:9][C:7]=2[N:8]=1.[OH-].[Na+].[CH3:34][N:35]1[CH2:40][CH2:39][NH:38][CH2:37][CH2:36]1, predict the reaction product. The product is: [F:22][C:18]1[CH:17]=[C:16]2[C:21]([C:13]([C:11]3[CH:10]=[CH:9][C:7]4[N:8]=[C:4]([CH2:3][CH2:2][N:38]5[CH2:39][CH2:40][N:35]([CH3:34])[CH2:36][CH2:37]5)[O:5][C:6]=4[CH:12]=3)=[CH:14][NH:15]2)=[CH:20][CH:19]=1.